Dataset: Reaction yield outcomes from USPTO patents with 853,638 reactions. Task: Predict the reaction yield, written as a fraction of the theoretical maximum amount of product (1.0 means a 100% yield; for example, 0.34 means a 34% yield). The reactants are Br[C:2]1[CH:3]=[C:4]([C:8]2[N:13]([CH2:14][C:15]3[CH:20]=[CH:19][C:18]([CH3:21])=[CH:17][C:16]=3[CH3:22])[C:12](=[O:23])[C:11]([C:24]#[N:25])=[C:10]([C:26]([F:29])([F:28])[F:27])[CH:9]=2)[CH:5]=[CH:6][CH:7]=1.[CH2:30]([O:32][C:33]([C:35]1[NH:36][C:37]2[C:42]([CH:43]=1)=[CH:41][C:40](B1OC(C)(C)C(C)(C)O1)=[CH:39][CH:38]=2)=[O:34])[CH3:31].C([O-])([O-])=O.[K+].[K+].N#N. The catalyst is COCCOC.O.C1C=CC([P]([Pd]([P](C2C=CC=CC=2)(C2C=CC=CC=2)C2C=CC=CC=2)([P](C2C=CC=CC=2)(C2C=CC=CC=2)C2C=CC=CC=2)[P](C2C=CC=CC=2)(C2C=CC=CC=2)C2C=CC=CC=2)(C2C=CC=CC=2)C2C=CC=CC=2)=CC=1. The product is [C:24]([C:11]1[C:12](=[O:23])[N:13]([CH2:14][C:15]2[CH:20]=[CH:19][C:18]([CH3:21])=[CH:17][C:16]=2[CH3:22])[C:8]([C:4]2[CH:3]=[C:2]([C:40]3[CH:41]=[C:42]4[C:37](=[CH:38][CH:39]=3)[NH:36][C:35]([C:33]([O:32][CH2:30][CH3:31])=[O:34])=[CH:43]4)[CH:7]=[CH:6][CH:5]=2)=[CH:9][C:10]=1[C:26]([F:28])([F:27])[F:29])#[N:25]. The yield is 0.622.